This data is from Catalyst prediction with 721,799 reactions and 888 catalyst types from USPTO. The task is: Predict which catalyst facilitates the given reaction. (1) The catalyst class is: 14. Reactant: [CH2:1]([N:3]1[C:7]([O:8][C:9]2[C:10]([NH:22][C:23]3[S:27][N:26]=[C:25]([C@H:28]4[CH2:32][O:31]C5(CCCCC5)[O:29]4)[N:24]=3)=[N:11][CH:12]=[C:13]([S:15][C:16]3[CH:21]=[CH:20][CH:19]=[CH:18][N:17]=3)[CH:14]=2)=[CH:6][CH:5]=[N:4]1)[CH3:2].O.Cl. Product: [CH2:1]([N:3]1[C:7]([O:8][C:9]2[C:10]([NH:22][C:23]3[S:27][N:26]=[C:25]([C@H:28]([OH:29])[CH2:32][OH:31])[N:24]=3)=[N:11][CH:12]=[C:13]([S:15][C:16]3[CH:21]=[CH:20][CH:19]=[CH:18][N:17]=3)[CH:14]=2)=[CH:6][CH:5]=[N:4]1)[CH3:2]. (2) Reactant: [CH3:1][NH:2][C:3]1[N:8]2[C:9](=[O:12])[NH:10][N:11]=[C:7]2[C:6]([C:13]2[CH:18]=[CH:17][C:16]([Cl:19])=[CH:15][CH:14]=2)=[C:5]([C:20]2[CH:25]=[CH:24][C:23]([Cl:26])=[CH:22][CH:21]=2)[N:4]=1.CN(C=O)C.C(=O)([O-])[O-].[K+].[K+].Cl[CH2:39][C:40]1[CH:41]=[CH:42][C:43]([C:46]([F:49])([F:48])[F:47])=[N:44][CH:45]=1. Product: [CH3:1][NH:2][C:3]1[N:8]2[C:9](=[O:12])[N:10]([CH2:39][C:40]3[CH:45]=[N:44][C:43]([C:46]([F:49])([F:47])[F:48])=[CH:42][CH:41]=3)[N:11]=[C:7]2[C:6]([C:13]2[CH:14]=[CH:15][C:16]([Cl:19])=[CH:17][CH:18]=2)=[C:5]([C:20]2[CH:25]=[CH:24][C:23]([Cl:26])=[CH:22][CH:21]=2)[N:4]=1. The catalyst class is: 25. (3) Reactant: [Cl:1][C:2]1[CH:7]=[C:6](Cl)[C:5]([N+:9]([O-:11])=[O:10])=[CH:4][N:3]=1.C(N(CC)CC)C.[CH3:19][CH:20]([NH2:22])[CH3:21]. Product: [Cl:1][C:2]1[CH:7]=[C:6]([NH:22][CH:20]([CH3:21])[CH3:19])[C:5]([N+:9]([O-:11])=[O:10])=[CH:4][N:3]=1. The catalyst class is: 7. (4) Reactant: Br[CH:2]([C:12]1[CH:17]=[C:16]([C:18]([CH3:21])([CH3:20])[CH3:19])[CH:15]=[C:14]([C:22]([CH3:25])([CH3:24])[CH3:23])[CH:13]=1)[C:3](=O)[CH2:4][CH:5]1[CH2:10][CH2:9][CH2:8][CH2:7][CH2:6]1.[NH2:26][C:27]([NH2:29])=[S:28].C([O-])(O)=O.[Na+]. The catalyst class is: 14. Product: [CH:5]1([CH2:4][C:3]2[N:26]=[C:27]([NH2:29])[S:28][C:2]=2[C:12]2[CH:17]=[C:16]([C:18]([CH3:21])([CH3:20])[CH3:19])[CH:15]=[C:14]([C:22]([CH3:25])([CH3:24])[CH3:23])[CH:13]=2)[CH2:10][CH2:9][CH2:8][CH2:7][CH2:6]1. (5) Reactant: [Br:1][C:2]1[CH:7]=[C:6]([F:8])[C:5]([OH:9])=[C:4]([Cl:10])[C:3]=1[CH3:11].[CH3:12][CH:13]([Si:15](Cl)([CH:19]([CH3:21])[CH3:20])[CH:16]([CH3:18])[CH3:17])[CH3:14].N1C=CN=C1. Product: [Br:1][C:2]1[CH:7]=[C:6]([F:8])[C:5]([O:9][Si:15]([CH:19]([CH3:21])[CH3:20])([CH:16]([CH3:18])[CH3:17])[CH:13]([CH3:14])[CH3:12])=[C:4]([Cl:10])[C:3]=1[CH3:11]. The catalyst class is: 2. (6) Reactant: [Cl:1][C:2]1[C:3]([CH3:37])=[N:4][O:5][C:6]=1[N:7]([CH2:31][O:32][CH2:33][CH2:34][O:35][CH3:36])[S:8]([C:11]1[C:19]2[C:14](=[N:15][CH:16]=[CH:17][CH:18]=2)[S:13][C:12]=1[CH:20]([OH:30])[C:21]1[CH:26]=[CH:25][C:24]2[O:27][CH2:28][O:29][C:23]=2[CH:22]=1)(=[O:10])=[O:9]. Product: [Cl:1][C:2]1[C:3]([CH3:37])=[N:4][O:5][C:6]=1[N:7]([CH2:31][O:32][CH2:33][CH2:34][O:35][CH3:36])[S:8]([C:11]1[C:19]2[C:14](=[N:15][CH:16]=[CH:17][CH:18]=2)[S:13][C:12]=1[C:20](=[O:30])[C:21]1[CH:26]=[CH:25][C:24]2[O:27][CH2:28][O:29][C:23]=2[CH:22]=1)(=[O:9])=[O:10]. The catalyst class is: 485. (7) Reactant: [I-].C[S+](C)(C)=O.[CH3:7]C([O-])(C)C.[K+].[CH2:13]([O:20][C:21]1[CH:26]=[CH:25][C:24](/[CH:27]=[CH:28]/[N+:29]([O-:31])=[O:30])=[CH:23][CH:22]=1)[C:14]1[CH:19]=[CH:18][CH:17]=[CH:16][CH:15]=1.O. Product: [CH2:13]([O:20][C:21]1[CH:26]=[CH:25][C:24]([C@@H:27]2[CH2:7][C@H:28]2[N+:29]([O-:31])=[O:30])=[CH:23][CH:22]=1)[C:14]1[CH:15]=[CH:16][CH:17]=[CH:18][CH:19]=1. The catalyst class is: 16. (8) The catalyst class is: 9. Reactant: [C:1]([O:5][C:6]([NH:8][C:9]1[C:18]2[C:13](=[CH:14][CH:15]=[CH:16][CH:17]=2)[C:12]([OH:19])=[CH:11][CH:10]=1)=[O:7])([CH3:4])([CH3:3])[CH3:2].C(=O)([O-])[O-].[K+].[K+].Br[CH2:27][C:28]#[N:29].C(OCC)(=O)C. Product: [C:1]([O:5][C:6](=[O:7])[NH:8][C:9]1[C:18]2[C:13](=[CH:14][CH:15]=[CH:16][CH:17]=2)[C:12]([O:19][CH2:27][C:28]#[N:29])=[CH:11][CH:10]=1)([CH3:4])([CH3:2])[CH3:3]. (9) Reactant: [F:1][C:2]1[CH:7]=[C:6]([N+:8]([O-:10])=[O:9])[CH:5]=[CH:4][C:3]=1[CH:11]([C:16]([O:18][CH3:19])=[O:17])[C:12]([O:14][CH3:15])=[O:13].[C:20]([O:24][CH3:25])(=[O:23])[CH:21]=[CH2:22].C[O-].[Na+]. Product: [F:1][C:2]1[CH:7]=[C:6]([N+:8]([O-:10])=[O:9])[CH:5]=[CH:4][C:3]=1[C:11]([C:16]([O:18][CH3:19])=[O:17])([C:12]([O:14][CH3:15])=[O:13])[CH2:22][CH2:21][C:20]([O:24][CH3:25])=[O:23]. The catalyst class is: 138.